Dataset: Full USPTO retrosynthesis dataset with 1.9M reactions from patents (1976-2016). Task: Predict the reactants needed to synthesize the given product. (1) Given the product [OH:5][C@H:3]([CH2:1][CH:6]1[CH:33]2[CH2:32][CH2:31][C@H:30]1[CH2:29][CH:28]([CH2:23][CH2:24][CH2:25][CH2:26][CH3:27])[CH2:34]2)[CH2:4][N:15]1[C:16]2[CH:21]=[CH:20][CH:19]=[CH:18][C:17]=2[O:12][CH2:13][C:14]1=[O:22], predict the reactants needed to synthesize it. The reactants are: [CH2:1]([CH:3]1[O:5][CH2:4]1)Cl.[C:6]([O-])([O-])=O.[Cs+].[Cs+].[O:12]1[C:17]2[CH:18]=[CH:19][CH:20]=[CH:21][C:16]=2[NH:15][C:14](=[O:22])[CH2:13]1.[CH2:23]([CH:28]1[CH2:34][CH:33]2N[CH:30]([CH2:31][CH2:32]2)[CH2:29]1)[CH2:24][CH2:25][CH2:26][CH3:27]. (2) Given the product [N+:1]([C:4]1[CH:9]=[CH:8][C:7]([C:10]2[CH:11]=[C:12]3[C:17](=[CH:18][CH:19]=2)[CH:16]=[C:15]([O:20][CH2:22][CH2:23][O:24][CH2:25][CH2:26][O:27][CH2:28][CH2:29][OH:30])[CH:14]=[CH:13]3)=[CH:6][CH:5]=1)([O-:3])=[O:2], predict the reactants needed to synthesize it. The reactants are: [N+:1]([C:4]1[CH:9]=[CH:8][C:7]([C:10]2[CH:11]=[C:12]3[C:17](=[CH:18][CH:19]=2)[CH:16]=[C:15]([OH:20])[CH:14]=[CH:13]3)=[CH:6][CH:5]=1)([O-:3])=[O:2].Cl[CH2:22][CH2:23][O:24][CH2:25][CH2:26][O:27][CH2:28][CH2:29][OH:30].C(=O)([O-])[O-].[K+].[K+].CN(C=O)C. (3) Given the product [Br:1][C:2]1[C:6]([O:7][CH3:8])=[C:5]([S:10]([Cl:9])(=[O:12])=[O:11])[S:4][CH:3]=1, predict the reactants needed to synthesize it. The reactants are: [Br:1][C:2]1[C:6]([O:7][CH3:8])=[CH:5][S:4][CH:3]=1.[Cl:9][S:10](O)(=[O:12])=[O:11]. (4) Given the product [CH3:2][O:21][C:19](=[O:20])[C:15]([CH:9]1[CH2:14][CH2:13][CH2:12][CH2:11][CH2:10]1)=[CH2:16], predict the reactants needed to synthesize it. The reactants are: N1CCCC[CH2:2]1.C=O.[CH:9]1([CH:15]([C:19]([OH:21])=[O:20])[C:16](O)=O)[CH2:14][CH2:13][CH2:12][CH2:11][CH2:10]1. (5) Given the product [CH3:1][O:2][C:3]1[C@H:4]([CH:11]([CH3:13])[CH3:12])[N:5]=[C:6]([O:9][CH3:10])[C@@H:7]([CH2:17][C:16]2[CH:19]=[C:20]([F:24])[C:21]([F:23])=[CH:22][C:15]=2[F:14])[N:8]=1, predict the reactants needed to synthesize it. The reactants are: [CH3:1][O:2][C:3]1[C@H:4]([CH:11]([CH3:13])[CH3:12])[N:5]=[C:6]([O:9][CH3:10])[CH2:7][N:8]=1.[F:14][C:15]1[CH:22]=[C:21]([F:23])[C:20]([F:24])=[CH:19][C:16]=1[CH2:17]Br. (6) Given the product [F:20][C:21]([F:26])([F:25])[C:22]([OH:24])=[O:23].[Cl:19][C:17]1[N:16]=[N:15][C:12]2[CH2:13][CH2:14][NH:8][CH2:9][CH2:10][C:11]=2[CH:18]=1, predict the reactants needed to synthesize it. The reactants are: C(OC([N:8]1[CH2:14][CH2:13][C:12]2[N:15]=[N:16][C:17]([Cl:19])=[CH:18][C:11]=2[CH2:10][CH2:9]1)=O)(C)(C)C.[F:20][C:21]([F:26])([F:25])[C:22]([OH:24])=[O:23]. (7) Given the product [CH:11]([NH:1][C:2]1[CH:7]=[N:6][C:5]([O:8][CH3:9])=[CH:4][CH:3]=1)([CH3:13])[CH3:10], predict the reactants needed to synthesize it. The reactants are: [NH2:1][C:2]1[CH:3]=[CH:4][C:5]([O:8][CH3:9])=[N:6][CH:7]=1.[CH3:10][C:11]([CH3:13])=O.C(O[BH-](OC(=O)C)OC(=O)C)(=O)C.[Na+]. (8) Given the product [F:18][C:19]([F:29])([F:30])[C:20]1[CH:21]=[C:22]([NH:26][C:27]([CH:12]2[C:11](=[O:16])[CH2:10][C:9]([CH3:17])([CH3:8])[O:14][C:13]2=[O:15])=[O:28])[CH:23]=[CH:24][CH:25]=1, predict the reactants needed to synthesize it. The reactants are: C(N(CC)CC)C.[CH3:8][C:9]1([CH3:17])[O:14][C:13](=[O:15])[CH2:12][C:11](=[O:16])[CH2:10]1.[F:18][C:19]([F:30])([F:29])[C:20]1[CH:21]=[C:22]([N:26]=[C:27]=[O:28])[CH:23]=[CH:24][CH:25]=1. (9) Given the product [Cl:1][C:2]1[CH:13]=[CH:12][C:5]2[CH2:6][NH:7][NH:8][S:9](=[O:11])(=[O:10])[C:4]=2[C:3]=1[Cl:14], predict the reactants needed to synthesize it. The reactants are: [Cl:1][C:2]1[CH:13]=[CH:12][C:5]2[CH:6]=[N:7][NH:8][S:9](=[O:11])(=[O:10])[C:4]=2[C:3]=1[Cl:14].